Predict the product of the given reaction. From a dataset of Forward reaction prediction with 1.9M reactions from USPTO patents (1976-2016). (1) Given the reactants [C:1]([C:4]1[S:8][C:7]([C:9]2[CH:10]=[C:11]([Cl:30])[C:12]3[O:16][CH:15]([CH2:17][NH:18][C:19](=[O:28])/[CH:20]=[CH:21]/[C:22]4[CH:23]=[N:24][CH:25]=[CH:26][CH:27]=4)[CH2:14][C:13]=3[CH:29]=2)=[CH:6][CH:5]=1)(=[O:3])[CH3:2].[H-].[Na+].[CH3:33]I.O, predict the reaction product. The product is: [C:1]([C:4]1[S:8][C:7]([C:9]2[CH:10]=[C:11]([Cl:30])[C:12]3[O:16][CH:15]([CH2:17][N:18]([CH3:33])[C:19](=[O:28])/[CH:20]=[CH:21]/[C:22]4[CH:23]=[N:24][CH:25]=[CH:26][CH:27]=4)[CH2:14][C:13]=3[CH:29]=2)=[CH:6][CH:5]=1)(=[O:3])[CH3:2]. (2) Given the reactants C[O:2][C:3](=[O:12])[C:4]1[CH:9]=[CH:8][C:7](N)=[CH:6][C:5]=1[Cl:11].S(=O)(=O)(O)[OH:14].N([O-])=O.[Na+].NC(N)=O, predict the reaction product. The product is: [Cl:11][C:5]1[CH:6]=[C:7]([OH:14])[CH:8]=[CH:9][C:4]=1[C:3]([OH:2])=[O:12]. (3) Given the reactants C(O)C(O)C[O:36][CH2:37][CH:38]([OH:41])[CH2:39][O:40]CC(O)C[O:36][CH2:37][CH:38]([OH:41])[CH2:39][O:40]CC(O)C[O:36][CH2:37][CH:38]([OH:41])[CH2:39][O:40]CC(O)C[O:36][CH2:37][CH:38]([OH:41])[CH2:39][O:40]CC(O)C[O:36][CH2:37][CH:38]([OH:41])[CH2:39][OH:40].[C:52]([OH:65])(=[O:64])[CH2:53][CH2:54][CH2:55][CH2:56][CH2:57][CH2:58][CH2:59][CH2:60][CH2:61][CH2:62][CH3:63], predict the reaction product. The product is: [C:52]([OH:65])(=[O:64])[CH2:53][CH2:54][CH2:55][CH2:56][CH2:57][CH2:58][CH2:59][CH2:60][CH2:61][CH2:62][CH3:63].[OH:36][CH2:37][CH:38]([CH2:39][OH:40])[OH:41].[OH:36][CH2:37][CH:38]([CH2:39][OH:40])[OH:41].[OH:36][CH2:37][CH:38]([CH2:39][OH:40])[OH:41].[OH:36][CH2:37][CH:38]([CH2:39][OH:40])[OH:41].[OH:36][CH2:37][CH:38]([CH2:39][OH:40])[OH:41].[OH:36][CH2:37][CH:38]([CH2:39][OH:40])[OH:41].[OH:36][CH2:37][CH:38]([CH2:39][OH:40])[OH:41].[OH:36][CH2:37][CH:38]([CH2:39][OH:40])[OH:41].[OH:36][CH2:37][CH:38]([CH2:39][OH:40])[OH:41].[OH:36][CH2:37][CH:38]([CH2:39][OH:40])[OH:41]. (4) Given the reactants [S:1]([Cl:5])(=[O:4])(=[O:3])[OH:2].[F:6][C:7]([F:13])=[CH:8][C:9]([F:12])([F:11])[F:10], predict the reaction product. The product is: [C:9]([CH2:8][C:7]([O:3][S:1]([Cl:5])(=[O:2])=[O:4])([F:13])[F:6])([F:12])([F:11])[F:10].